From a dataset of Reaction yield outcomes from USPTO patents with 853,638 reactions. Predict the reaction yield, written as a fraction of the theoretical maximum amount of product (1.0 means a 100% yield; for example, 0.34 means a 34% yield). (1) The reactants are [O:1]=[O+][O-].[Br:4][C:5]1[CH:10]=[CH:9][C:8]([C:11]2([C:22]([O:24][CH3:25])=[O:23])[CH2:13][CH:12]2/[CH:14]=C/C2C=CC=CC=2)=[CH:7][CH:6]=1.C1C=CC(P(C2C=CC=CC=2)C2C=CC=CC=2)=CC=1. The catalyst is C(Cl)Cl. The product is [Br:4][C:5]1[CH:10]=[CH:9][C:8]([C:11]2([C:22]([O:24][CH3:25])=[O:23])[CH2:13][CH:12]2[CH:14]=[O:1])=[CH:7][CH:6]=1. The yield is 0.930. (2) The reactants are [C:1]([O:5][C:6]([NH:8][C:9]1[CH:14]=[CH:13][CH:12]=[CH:11][C:10]=1[NH:15][C:16](=[O:24])[C:17]1[CH:22]=[CH:21][C:20](Br)=[CH:19][CH:18]=1)=[O:7])([CH3:4])([CH3:3])[CH3:2].[N:25]1[CH:30]=[CH:29][C:28](B(O)O)=[CH:27][CH:26]=1.C(=O)([O-])O.[Na+]. The catalyst is [Pd].C1(P(C2C=CC=CC=2)C2C=CC=CC=2)C=CC=CC=1.C1(P(C2C=CC=CC=2)C2C=CC=CC=2)C=CC=CC=1.C1(P(C2C=CC=CC=2)C2C=CC=CC=2)C=CC=CC=1.C1(P(C2C=CC=CC=2)C2C=CC=CC=2)C=CC=CC=1.C1COCC1. The yield is 0.800. The product is [C:1]([O:5][C:6]([NH:8][C:9]1[CH:14]=[CH:13][CH:12]=[CH:11][C:10]=1[NH:15][C:16](=[O:24])[C:17]1[CH:22]=[CH:21][C:20]([C:28]2[CH:29]=[CH:30][N:25]=[CH:26][CH:27]=2)=[CH:19][CH:18]=1)=[O:7])([CH3:4])([CH3:3])[CH3:2].